Dataset: Full USPTO retrosynthesis dataset with 1.9M reactions from patents (1976-2016). Task: Predict the reactants needed to synthesize the given product. The reactants are: N(C(OCC)=O)=NC(OCC)=O.[CH3:13][N:14]([CH2:16][CH:17]1[CH2:26][CH2:25][C:24]2[C:19](=[CH:20][CH:21]=[C:22]([OH:27])[CH:23]=2)[CH2:18]1)[CH3:15].[N+:28]([C:31]1[CH:38]=[CH:37][C:34]([CH2:35]O)=[CH:33][CH:32]=1)([O-:30])=[O:29].C1(P(C2C=CC=CC=2)C2C=CC=CC=2)C=CC=CC=1. Given the product [CH3:15][N:14]([CH2:16][CH:17]1[CH2:26][CH2:25][C:24]2[C:19](=[CH:20][CH:21]=[C:22]([O:27][CH2:35][C:34]3[CH:37]=[CH:38][C:31]([N+:28]([O-:30])=[O:29])=[CH:32][CH:33]=3)[CH:23]=2)[CH2:18]1)[CH3:13], predict the reactants needed to synthesize it.